This data is from Reaction yield outcomes from USPTO patents with 853,638 reactions. The task is: Predict the reaction yield, written as a fraction of the theoretical maximum amount of product (1.0 means a 100% yield; for example, 0.34 means a 34% yield). The reactants are [O:1]1[C:5]2([CH2:10][CH2:9][CH:8]([C:11]3[C:19]4[C:14](=[CH:15][CH:16]=[C:17]([C:20]#[N:21])[CH:18]=4)[N:13]([CH2:22][CH3:23])[CH:12]=3)[CH2:7][CH2:6]2)[O:4][CH2:3][CH2:2]1.C(Br)[C:25]1[CH:30]=[CH:29]C=[CH:27][CH:26]=1. No catalyst specified. The product is [O:4]1[C:5]2([CH2:10][CH2:9][CH:8]([C:11]3[C:19]4[C:14](=[CH:15][CH:16]=[C:17]([C:20]#[N:21])[CH:18]=4)[N:13]([CH2:22][C:23]4[CH:29]=[CH:30][CH:25]=[CH:26][CH:27]=4)[CH:12]=3)[CH2:7][CH2:6]2)[O:1][CH2:2][CH2:3]1. The yield is 0.570.